From a dataset of Reaction yield outcomes from USPTO patents with 853,638 reactions. Predict the reaction yield, written as a fraction of the theoretical maximum amount of product (1.0 means a 100% yield; for example, 0.34 means a 34% yield). (1) The reactants are O[C:2]1[CH:3]=[CH:4][N:5]=[C:6]2[C:11]=1[N:10]([CH3:12])[C:9](=[O:13])[CH:8]=[CH:7]2.P(Br)(Br)[Br:15]. The catalyst is CN(C)C=O. The product is [Br:15][C:2]1[CH:3]=[CH:4][N:5]=[C:6]2[C:11]=1[N:10]([CH3:12])[C:9](=[O:13])[CH:8]=[CH:7]2. The yield is 0.940. (2) The reactants are [C:1]([Si:5]([CH3:14])([CH3:13])[O:6][CH2:7][CH2:8][CH2:9][CH2:10][CH2:11][OH:12])([CH3:4])([CH3:3])[CH3:2].[Br-].[K+].Cl[O-].[Na+].C(=O)([O-])[O-].[K+].[K+]. The catalyst is ClCCl.CC1(C)N([O])C(C)(C)CCC1.O. The product is [C:1]([Si:5]([CH3:14])([CH3:13])[O:6][CH2:7][CH2:8][CH2:9][CH2:10][CH:11]=[O:12])([CH3:4])([CH3:3])[CH3:2]. The yield is 0.910. (3) The reactants are [CH3:1][O:2][C:3](=[O:16])[C@@H:4]([NH:8][C:9]([O:11][C:12]([CH3:15])([CH3:14])[CH3:13])=[O:10])[CH2:5][CH2:6]O.C(Br)(Br)(Br)[Br:18].C1(P(C2C=CC=CC=2)C2C=CC=CC=2)C=CC=CC=1. The catalyst is ClCCl. The product is [CH3:1][O:2][C:3](=[O:16])[C@@H:4]([NH:8][C:9]([O:11][C:12]([CH3:15])([CH3:14])[CH3:13])=[O:10])[CH2:5][CH2:6][Br:18]. The yield is 0.760. (4) The reactants are [CH3:1][P:2]1(=[O:14])[CH2:7][CH2:6][C:5](C(O)=O)([C:8]([OH:10])=[O:9])[CH2:4][CH2:3]1.C(=O)=O. The catalyst is O. The product is [CH3:1][P:2]1(=[O:14])[CH2:7][CH2:6][CH:5]([C:8]([OH:10])=[O:9])[CH2:4][CH2:3]1. The yield is 1.00. (5) The reactants are Cl[C:2]1[N:7]=[C:6]([NH:8][C:9]([C:11]2([C:14]3[CH:24]=[CH:23][C:17]4[O:18][C:19]([F:22])([F:21])[O:20][C:16]=4[CH:15]=3)[CH2:13][CH2:12]2)=[O:10])[CH:5]=[C:4]([CH3:25])[C:3]=1[CH3:26].[CH3:27][O:28][C:29]1[CH:34]=[C:33](B(O)O)[CH:32]=[CH:31][N:30]=1.C([O-])([O-])=O.[Na+].[Na+]. The catalyst is COCCOC.C1C=CC([P]([Pd]([P](C2C=CC=CC=2)(C2C=CC=CC=2)C2C=CC=CC=2)([P](C2C=CC=CC=2)(C2C=CC=CC=2)C2C=CC=CC=2)[P](C2C=CC=CC=2)(C2C=CC=CC=2)C2C=CC=CC=2)(C2C=CC=CC=2)C2C=CC=CC=2)=CC=1. The product is [F:21][C:19]1([F:22])[O:18][C:17]2[CH:23]=[CH:24][C:14]([C:11]3([C:9]([NH:8][C:6]4[N:7]=[C:2]([C:33]5[CH:32]=[CH:31][N:30]=[C:29]([O:28][CH3:27])[CH:34]=5)[C:3]([CH3:26])=[C:4]([CH3:25])[CH:5]=4)=[O:10])[CH2:13][CH2:12]3)=[CH:15][C:16]=2[O:20]1. The yield is 0.440. (6) The reactants are [NH:1]1[CH2:7][CH2:6][CH2:5][CH2:4][CH2:3][C:2]1=[O:8].Br[C:10]1[N:14]([CH3:15])[N:13]=[CH:12][C:11]=1[N+:16]([O-:18])=[O:17].CC1(C)C2C(=C(P(C3C=CC=CC=3)C3C=CC=CC=3)C=CC=2)OC2C(P(C3C=CC=CC=3)C3C=CC=CC=3)=CC=CC1=2.C(=O)([O-])[O-].[Cs+].[Cs+]. The catalyst is O1CCOCC1.C1C=CC(/C=C/C(/C=C/C2C=CC=CC=2)=O)=CC=1.C1C=CC(/C=C/C(/C=C/C2C=CC=CC=2)=O)=CC=1.C1C=CC(/C=C/C(/C=C/C2C=CC=CC=2)=O)=CC=1.[Pd].[Pd]. The product is [CH3:15][N:14]1[C:10]([N:1]2[CH2:7][CH2:6][CH2:5][CH2:4][CH2:3][C:2]2=[O:8])=[C:11]([N+:16]([O-:18])=[O:17])[CH:12]=[N:13]1. The yield is 0.440.